The task is: Predict the product of the given reaction.. This data is from Forward reaction prediction with 1.9M reactions from USPTO patents (1976-2016). (1) Given the reactants [C:1](=[O:4])([O-])[O-:2].[K+].[K+].O.[NH2:8]N.C(O[C:13](=O)[N:14]([CH2:28][C@H:29](O)CN1C(=O)C2=CC=CC=C2C1=O)[C:15]1[CH:20]=[CH:19][C:18]([N:21]2[CH2:26][CH2:25][O:24][CH2:23][CH2:22]2)=[C:17]([F:27])[CH:16]=1)C, predict the reaction product. The product is: [F:27][C:17]1[CH:16]=[C:15]([N:14]([C@H:28]2[O:2][C:1](=[O:4])[NH:8][CH2:29]2)[CH3:13])[CH:20]=[CH:19][C:18]=1[N:21]1[CH2:22][CH2:23][O:24][CH2:25][CH2:26]1. (2) Given the reactants [S:1](=[O:36])(=[O:35])([O:3][CH2:4][C@@H:5]1[CH2:9][C@@H:8]([C:10]2[C:14]3[N:15]=[CH:16][N:17]=[C:18]([NH:19][CH2:20][CH:21]4[CH2:26][CH2:25][CH2:24][CH2:23][CH2:22]4)[C:13]=3[S:12][CH:11]=2)[CH2:7][C@@H:6]1[O:27][Si](C(C)(C)C)(C)C)[NH2:2].C(O)(C(F)(F)F)=O, predict the reaction product. The product is: [S:1](=[O:35])(=[O:36])([O:3][CH2:4][C@@H:5]1[CH2:9][C@@H:8]([C:10]2[C:14]3[N:15]=[CH:16][N:17]=[C:18]([NH:19][CH2:20][CH:21]4[CH2:26][CH2:25][CH2:24][CH2:23][CH2:22]4)[C:13]=3[S:12][CH:11]=2)[CH2:7][C@@H:6]1[OH:27])[NH2:2]. (3) Given the reactants [Br:1][C:2]1[CH:3]=[C:4]2[C:11]3([C:15](=O)[NH:14][C:13](=[S:17])[NH:12]3)[CH2:10][CH:9]([C:18]3[CH:23]=[CH:22][CH:21]=[CH:20][CH:19]=3)[O:8][C:5]2=[CH:6][CH:7]=1.[C:24]([O-:27])([O-])=O.[Cs+].[Cs+].FC(F)(F)S(O[CH2:36][C:37]([F:40])([F:39])[F:38])(=O)=O, predict the reaction product. The product is: [Br:1][C:2]1[CH:3]=[C:4]2[C:11]3([C:24](=[O:27])[N:14]([CH2:15][C:37]([F:40])([F:39])[F:38])[C:13]([S:17][CH2:36][C:37]([F:40])([F:39])[F:38])=[N:12]3)[CH2:10][CH:9]([C:18]3[CH:23]=[CH:22][CH:21]=[CH:20][CH:19]=3)[O:8][C:5]2=[CH:6][CH:7]=1. (4) Given the reactants [OH-].[Na+].C([O:5][C:6]([C:8]1[N:9]([C:25]2[CH:30]=[CH:29][C:28]([CH3:31])=[C:27]([N+:32]([O-:34])=[O:33])[CH:26]=2)[C:10]2[C:15]([CH:16]=1)=[CH:14][C:13]([O:17][C:18]1[CH:23]=[CH:22][CH:21]=[C:20]([Cl:24])[CH:19]=1)=[CH:12][CH:11]=2)=[O:7])C.Cl, predict the reaction product. The product is: [Cl:24][C:20]1[CH:19]=[C:18]([CH:23]=[CH:22][CH:21]=1)[O:17][C:13]1[CH:14]=[C:15]2[C:10](=[CH:11][CH:12]=1)[N:9]([C:25]1[CH:30]=[CH:29][C:28]([CH3:31])=[C:27]([N+:32]([O-:34])=[O:33])[CH:26]=1)[C:8]([C:6]([OH:7])=[O:5])=[CH:16]2.